This data is from Reaction yield outcomes from USPTO patents with 853,638 reactions. The task is: Predict the reaction yield, written as a fraction of the theoretical maximum amount of product (1.0 means a 100% yield; for example, 0.34 means a 34% yield). The reactants are [F-].C([N+](CCCC)(CCCC)CCCC)CCC.[F:19][C:20]1[CH:21]=[C:22]([CH:25]=[CH:26][C:27]=1[F:28])[CH:23]=[O:24].[F:29][C:30]([Si](C)(C)C)([F:32])[F:31].Cl. The catalyst is C1COCC1. The product is [F:19][C:20]1[CH:21]=[C:22]([CH:23]([OH:24])[C:30]([F:32])([F:31])[F:29])[CH:25]=[CH:26][C:27]=1[F:28]. The yield is 0.900.